Regression. Given a peptide amino acid sequence and an MHC pseudo amino acid sequence, predict their binding affinity value. This is MHC class II binding data. From a dataset of Peptide-MHC class II binding affinity with 134,281 pairs from IEDB. (1) The binding affinity (normalized) is 0.689. The MHC is DRB3_0101 with pseudo-sequence DRB3_0101. The peptide sequence is FRELVRNCDLPVWLS. (2) The peptide sequence is VLEEKLEKEDFTRGK. The MHC is DRB3_0101 with pseudo-sequence DRB3_0101. The binding affinity (normalized) is 0.331. (3) The peptide sequence is GELQIVDKIDAAFWI. The MHC is DRB1_1101 with pseudo-sequence DRB1_1101. The binding affinity (normalized) is 0.576. (4) The peptide sequence is WITQCFLPVFLAQPPSGQRR. The MHC is HLA-DQA10102-DQB10602 with pseudo-sequence HLA-DQA10102-DQB10602. The binding affinity (normalized) is 0.587. (5) The peptide sequence is YAGIRRDGLLLRLVD. The MHC is H-2-IAk with pseudo-sequence H-2-IAk. The binding affinity (normalized) is 0. (6) The binding affinity (normalized) is 0.284. The peptide sequence is EAAFNKAIKESTGGA. The MHC is DRB5_0101 with pseudo-sequence DRB5_0101.